Dataset: Full USPTO retrosynthesis dataset with 1.9M reactions from patents (1976-2016). Task: Predict the reactants needed to synthesize the given product. Given the product [CH3:20][O:19][C:16]1[C:17]2[N:18]=[C:10]([NH:9][C:8]([N:42]3[CH2:43][CH2:44][C:39]4([O:35][CH2:36][CH2:37][CH2:38]4)[CH2:40][CH2:41]3)=[O:27])[S:11][C:12]=2[C:13]([N:21]2[CH2:26][CH2:25][O:24][CH2:23][CH2:22]2)=[N:14][CH:15]=1, predict the reactants needed to synthesize it. The reactants are: C1(O[C:8](=[O:27])[NH:9][C:10]2[S:11][C:12]3[C:13]([N:21]4[CH2:26][CH2:25][O:24][CH2:23][CH2:22]4)=[N:14][CH:15]=[C:16]([O:19][CH3:20])[C:17]=3[N:18]=2)C=CC=CC=1.FC(F)(F)C(O)=O.[O:35]1[C:39]2([CH2:44][CH2:43][NH:42][CH2:41][CH2:40]2)[CH2:38][CH2:37][CH2:36]1.C(N(CC)C(C)C)(C)C.